This data is from Reaction yield outcomes from USPTO patents with 853,638 reactions. The task is: Predict the reaction yield, written as a fraction of the theoretical maximum amount of product (1.0 means a 100% yield; for example, 0.34 means a 34% yield). (1) The reactants are [N:1]1[CH:6]=[CH:5][CH:4]=[C:3]([S:7](Cl)(=[O:9])=[O:8])[CH:2]=1.[C:11]([O:15][C:16](=[O:34])[CH2:17][N:18]([C:26]1[CH:31]=[CH:30][CH:29]=[C:28]([CH2:32][NH2:33])[N:27]=1)[C:19]([O:21][C:22]([CH3:25])([CH3:24])[CH3:23])=[O:20])([CH3:14])([CH3:13])[CH3:12].C(N(CC)CC)C.S([O-])(O)(=O)=O.[K+]. The catalyst is C(Cl)Cl. The product is [C:11]([O:15][C:16](=[O:34])[CH2:17][N:18]([C:19]([O:21][C:22]([CH3:25])([CH3:24])[CH3:23])=[O:20])[C:26]1[CH:31]=[CH:30][CH:29]=[C:28]([CH2:32][NH:33][S:7]([C:3]2[CH:2]=[N:1][CH:6]=[CH:5][CH:4]=2)(=[O:9])=[O:8])[N:27]=1)([CH3:14])([CH3:13])[CH3:12]. The yield is 0.850. (2) The reactants are [C:1]([O:7][CH2:8][CH3:9])(=[O:6])[CH2:2][C:3]([CH3:5])=O.[Cl:10][C:11]1[C:18]([Cl:19])=[CH:17][CH:16]=[CH:15][C:12]=1[CH:13]=O.[NH4+:20].[OH-:21]. The catalyst is CCO.C(Cl)Cl. The product is [Cl:10][C:11]1[C:18]([Cl:19])=[CH:17][CH:16]=[CH:15][C:12]=1[CH:13]1[C:2]([C:1]([O:7][CH2:8][CH3:9])=[O:6])=[C:3]([CH3:5])[NH:20][C:3]([CH3:5])=[C:2]1[C:1]([O:7][CH2:8][CH3:9])=[O:21]. The yield is 0.210.